From a dataset of Full USPTO retrosynthesis dataset with 1.9M reactions from patents (1976-2016). Predict the reactants needed to synthesize the given product. Given the product [C:2]1([CH:1]([C:8]2[CH:9]=[CH:10][CH:11]=[CH:12][CH:13]=2)[NH:14][CH2:15][Si:16]([CH3:19])([CH3:18])[CH3:17])[CH:7]=[CH:6][CH:5]=[CH:4][CH:3]=1, predict the reactants needed to synthesize it. The reactants are: [CH:1]([NH2:14])([C:8]1[CH:13]=[CH:12][CH:11]=[CH:10][CH:9]=1)[C:2]1[CH:7]=[CH:6][CH:5]=[CH:4][CH:3]=1.[CH3:15][Si:16]([CH2:19]Cl)([CH3:18])[CH3:17].